The task is: Binary Classification. Given a drug SMILES string, predict its activity (active/inactive) in a high-throughput screening assay against a specified biological target.. This data is from Choline transporter screen with 302,306 compounds. (1) The compound is O1C(Cc2c1c(OCC(OCC(=O)c1c(OC)cc(OC)cc1)=O)ccc2)(C)C. The result is 0 (inactive). (2) The drug is S(c1nc(nc2n(ncc12)c1ccccc1)C(C)C)CC(=O)Nc1c(=O)[nH]c(=O)[nH]c1. The result is 0 (inactive). (3) The compound is O(CC(O)CNC(C)C)c1ccc(cc1)CC(=O)N. The result is 0 (inactive). (4) The compound is s1c2nc3c(CCCC3)c(c2c(N)c1C(OC)=O)c1sccc1. The result is 0 (inactive). (5) The molecule is O=C1N(C2CCCCCC2)C(c2c1cccc2)C(=O)NCc1cccnc1. The result is 0 (inactive). (6) The drug is S(=O)(=O)(NCCCCC)c1cc2c3N(CCC2)C(=O)CCc3c1. The result is 0 (inactive). (7) The molecule is S(c1n2nc(nc2c2c(n1)cccc2)CCn1c2c(nc1C)cccc2)CC#N. The result is 0 (inactive). (8) The molecule is O=C1N(C(=O)C2C3CC(C12)CC3)CC(Oc1ccc(C(C)(C)C)cc1)=O. The result is 0 (inactive). (9) The drug is Brc1ccc(C2N(N=C(C2)c2sccc2)C(=O)C)cc1. The result is 0 (inactive).